This data is from Peptide-MHC class II binding affinity with 134,281 pairs from IEDB. The task is: Regression. Given a peptide amino acid sequence and an MHC pseudo amino acid sequence, predict their binding affinity value. This is MHC class II binding data. (1) The peptide sequence is NLCCSQWGWCGSTDE. The MHC is DRB1_0405 with pseudo-sequence DRB1_0405. The binding affinity (normalized) is 0.143. (2) The peptide sequence is AALPAVGAAAGAPAA. The MHC is DRB1_0404 with pseudo-sequence DRB1_0404. The binding affinity (normalized) is 0.307. (3) The peptide sequence is KIEIDQDHQEEICEV. The MHC is DRB3_0101 with pseudo-sequence DRB3_0101. The binding affinity (normalized) is 0.397. (4) The MHC is DRB1_1101 with pseudo-sequence DRB1_1101. The binding affinity (normalized) is 0.442. The peptide sequence is LKLTSGKIASCLNDN. (5) The peptide sequence is LNCNINNVVRIKVPF. The MHC is DRB1_1101 with pseudo-sequence DRB1_1101. The binding affinity (normalized) is 0.556. (6) The peptide sequence is AFILDGDNLKPKV. The MHC is DRB1_0401 with pseudo-sequence DRB1_0401. The binding affinity (normalized) is 0.696. (7) The peptide sequence is GRHLIFCHSKRKCDELATKL. The MHC is DRB5_0101 with pseudo-sequence DRB5_0101. The binding affinity (normalized) is 0.303. (8) The peptide sequence is QKTKQIGNRPGPSRG. The MHC is HLA-DQA10102-DQB10501 with pseudo-sequence HLA-DQA10102-DQB10501. The binding affinity (normalized) is 0. (9) The peptide sequence is LCSDKQPCNGVTMND. The MHC is DRB1_0101 with pseudo-sequence DRB1_0101. The binding affinity (normalized) is 0.212.